Dataset: Forward reaction prediction with 1.9M reactions from USPTO patents (1976-2016). Task: Predict the product of the given reaction. (1) Given the reactants C(OC([NH:8][C@@H:9]([CH2:46][C:47]1[CH:52]=[CH:51][CH:50]=[CH:49][CH:48]=1)[C@@H:10]([O:38][Si](C(C)(C)C)(C)C)[CH2:11][C@@H:12]([NH:25][C:26](=[O:37])[C@H:27]([C:33]([CH3:36])([CH3:35])[CH3:34])[NH:28][C:29]([O:31][CH3:32])=[O:30])[CH2:13][C:14]1[CH:19]=[CH:18][C:17]([C:20]2[S:21][CH:22]=[CH:23][N:24]=2)=[CH:16][CH:15]=1)=O)(C)(C)C.[F-].C([N+](CCCC)(CCCC)CCCC)CCC, predict the reaction product. The product is: [NH2:8][C@@H:9]([CH2:46][C:47]1[CH:48]=[CH:49][CH:50]=[CH:51][CH:52]=1)[C@@H:10]([OH:38])[CH2:11][C@@H:12]([NH:25][C:26](=[O:37])[C@H:27]([C:33]([CH3:36])([CH3:35])[CH3:34])[NH:28][C:29]([O:31][CH3:32])=[O:30])[CH2:13][C:14]1[CH:19]=[CH:18][C:17]([C:20]2[S:21][CH:22]=[CH:23][N:24]=2)=[CH:16][CH:15]=1. (2) Given the reactants C[O:2][C:3]1[CH:12]=[C:11]2[C:6]([CH2:7][CH2:8][C:9](=[O:13])[NH:10]2)=[CH:5][CH:4]=1.B(Br)(Br)Br, predict the reaction product. The product is: [OH:2][C:3]1[CH:12]=[C:11]2[C:6]([CH2:7][CH2:8][C:9](=[O:13])[NH:10]2)=[CH:5][CH:4]=1. (3) The product is: [Cl:4][C:5]1[CH:6]=[C:7]([OH:13])[CH:8]=[C:9]([O:11][CH3:12])[CH:10]=1. Given the reactants C[S-].[Na+].[Cl:4][C:5]1[CH:10]=[C:9]([O:11][CH3:12])[CH:8]=[C:7]([O:13]C)[CH:6]=1, predict the reaction product. (4) Given the reactants [CH3:1][N:2]1[CH:6]=[C:5]([C:7]2[CH:8]=[C:9]3[C:15]([C:16]([OH:18])=[O:17])=[CH:14][NH:13][C:10]3=[N:11][CH:12]=2)[CH:4]=[N:3]1.[F:19][C:20]1[C:25](O)=[C:24]([F:27])[C:23]([F:28])=[C:22]([F:29])[C:21]=1[F:30].C1(N=C=NC2CCCCC2)CCCCC1.C(N1C=CN=C1)(N1C=CN=C1)=O, predict the reaction product. The product is: [CH3:1][N:2]1[CH:6]=[C:5]([C:7]2[CH:8]=[C:9]3[C:15]([C:16]([O:18][C:25]4[C:24]([F:27])=[C:23]([F:28])[C:22]([F:29])=[C:21]([F:30])[C:20]=4[F:19])=[O:17])=[CH:14][NH:13][C:10]3=[N:11][CH:12]=2)[CH:4]=[N:3]1. (5) Given the reactants NC1C2N=C(COCC)N(CC(C)(O)C)C=2C2N=CC(Br)=CC=2N=1.[Br:25][C:26]1[CH:35]=[C:34]2[C:29]([C:30]([NH:39][CH2:40][C:41]([NH:44][C:45](=[O:51])[O:46][C:47]([CH3:50])([CH3:49])[CH3:48])([CH3:43])[CH3:42])=[C:31]([N+:36]([O-])=O)[CH:32]=[N:33]2)=[N:28][CH:27]=1, predict the reaction product. The product is: [NH2:36][C:31]1[CH:32]=[N:33][C:34]2[C:29]([C:30]=1[NH:39][CH2:40][C:41]([NH:44][C:45](=[O:51])[O:46][C:47]([CH3:50])([CH3:49])[CH3:48])([CH3:43])[CH3:42])=[N:28][CH:27]=[C:26]([Br:25])[CH:35]=2. (6) Given the reactants COS([O-])(=O)=O.[CH2:7]([O:9][C:10]([C:12]1[C:21]2[C:16](=[CH:17][CH:18]=[CH:19][CH:20]=2)[CH2:15][CH2:14][N+:13]=1[CH3:22])=[O:11])[CH3:8].[OH2:23].Cl.[NH2:25]O.[OH-].[Na+], predict the reaction product. The product is: [OH:23][N:25]=[C:12]([C:21]1[CH:20]=[CH:19][CH:18]=[CH:17][C:16]=1[CH2:15][CH2:14][NH:13][CH3:22])[C:10]([O:9][CH2:7][CH3:8])=[O:11]. (7) Given the reactants [Cl:1][C:2]1[CH:3]=[C:4]([C:23]([O:25][CH3:26])=[O:24])[C:5]([CH3:22])=[C:6]([NH:8][CH:9]2[CH2:14][CH2:13][N:12]([C:15]([O:17][C:18]([CH3:21])([CH3:20])[CH3:19])=[O:16])[CH2:11][CH2:10]2)[CH:7]=1.[C:27](=O)([O-])[O-].[Cs+].[Cs+].CI, predict the reaction product. The product is: [Cl:1][C:2]1[CH:3]=[C:4]([C:23]([O:25][CH3:26])=[O:24])[C:5]([CH3:22])=[C:6]([N:8]([CH3:27])[CH:9]2[CH2:14][CH2:13][N:12]([C:15]([O:17][C:18]([CH3:19])([CH3:20])[CH3:21])=[O:16])[CH2:11][CH2:10]2)[CH:7]=1. (8) The product is: [OH:1][C:2]1[CH:3]=[CH:4][C:5]([N+:21]([O-:23])=[O:22])=[C:6]([C:8](=[O:20])/[CH:9]=[CH:10]/[C:11]2[CH:12]=[C:13]([CH:17]=[CH:18][CH:19]=2)[C:14]([O:16][CH2:24][CH3:25])=[O:15])[CH:7]=1. Given the reactants [OH:1][C:2]1[CH:3]=[CH:4][C:5]([N+:21]([O-:23])=[O:22])=[C:6]([C:8](=[O:20])/[CH:9]=[CH:10]/[C:11]2[CH:12]=[C:13]([CH:17]=[CH:18][CH:19]=2)[C:14]([OH:16])=[O:15])[CH:7]=1.[CH2:24](O)[CH3:25], predict the reaction product. (9) Given the reactants C(=O)([O-])O.[Na+].Cl.Cl.[NH2:8][CH2:9][CH2:10][N:11]1[C:19]2[C:18]([NH:20][C:21]3[CH:26]=[CH:25][C:24]([O:27][C:28]4[CH:36]=[C:35]5[C:31]([CH:32]=[N:33][NH:34]5)=[CH:30][CH:29]=4)=[C:23]([Cl:37])[CH:22]=3)=[N:17][CH:16]=[N:15][C:14]=2[CH:13]=[CH:12]1.[C:38](OC(=O)C)(=[O:40])[CH3:39].O, predict the reaction product. The product is: [Cl:37][C:23]1[CH:22]=[C:21]([NH:20][C:18]2[C:19]3[N:11]([CH2:10][CH2:9][NH:8][C:38](=[O:40])[CH3:39])[CH:12]=[CH:13][C:14]=3[N:15]=[CH:16][N:17]=2)[CH:26]=[CH:25][C:24]=1[O:27][C:28]1[CH:36]=[C:35]2[C:31]([CH:32]=[N:33][NH:34]2)=[CH:30][CH:29]=1. (10) Given the reactants [Br:1][C:2]1[C:3](=[O:22])[N:4]([C:16]2[CH:21]=[CH:20][CH:19]=[CH:18][CH:17]=2)[N:5]([CH3:15])[C:6]=1[CH2:7][N:8]1[CH2:13][CH2:12][CH:11]([OH:14])[CH2:10][CH2:9]1.[C:23]([N:30]1[CH:34]=[CH:33]N=[CH:31]1)(N1C=CN=C1)=[O:24].C(N)C[C:37]1[CH:42]=[CH:41][CH:40]=[CH:39][CH:38]=1, predict the reaction product. The product is: [Br:1][C:2]1[C:3](=[O:22])[N:4]([C:16]2[CH:21]=[CH:20][CH:19]=[CH:18][CH:17]=2)[N:5]([CH3:15])[C:6]=1[CH2:7][N:8]1[CH2:13][CH2:12][CH:11]([O:14][C:23](=[O:24])[N:30]([CH3:31])[CH2:34][CH2:33][C:37]2[CH:42]=[CH:41][CH:40]=[CH:39][CH:38]=2)[CH2:10][CH2:9]1.